From a dataset of Reaction yield outcomes from USPTO patents with 853,638 reactions. Predict the reaction yield, written as a fraction of the theoretical maximum amount of product (1.0 means a 100% yield; for example, 0.34 means a 34% yield). (1) The reactants are [CH2:1](O)[CH2:2][CH:3]=[CH2:4].C(N(CC)CC)C.CS(Cl)(=O)=O.[CH:18]([C:21]1[C:26](=[O:27])[NH:25][C:24](=[O:28])[NH:23][C:22]=1[C:29]([C:31]1[CH:32]=[C:33]([CH:36]=[C:37]([CH3:39])[CH:38]=1)[C:34]#[N:35])=[O:30])([CH3:20])[CH3:19].C(=O)([O-])[O-].[K+].[K+].[I-].[Li+]. The catalyst is C(Cl)(Cl)Cl.ClCCl.CN(C=O)C. The product is [CH2:4]([N:23]1[C:22]([C:29]([C:31]2[CH:32]=[C:33]([CH:36]=[C:37]([CH3:39])[CH:38]=2)[C:34]#[N:35])=[O:30])=[C:21]([CH:18]([CH3:20])[CH3:19])[C:26](=[O:27])[NH:25][C:24]1=[O:28])[CH2:3][CH:2]=[CH2:1]. The yield is 0.300. (2) The reactants are Br[CH2:2][CH2:3][CH2:4][O:5][C:6]([C:19]1[CH:24]=[CH:23][CH:22]=[CH:21][CH:20]=1)([C:13]1[CH:18]=[CH:17][CH:16]=[CH:15][CH:14]=1)[C:7]1[CH:12]=[CH:11][CH:10]=[CH:9][CH:8]=1.CCN(CC)CC.[CH:32]([NH:35][CH2:36][CH2:37][OH:38])([CH3:34])[CH3:33]. The catalyst is CC#N. The product is [CH:32]([N:35]([CH2:2][CH2:3][CH2:4][O:5][C:6]([C:19]1[CH:24]=[CH:23][CH:22]=[CH:21][CH:20]=1)([C:13]1[CH:18]=[CH:17][CH:16]=[CH:15][CH:14]=1)[C:7]1[CH:12]=[CH:11][CH:10]=[CH:9][CH:8]=1)[CH2:36][CH2:37][OH:38])([CH3:34])[CH3:33]. The yield is 0.690.